From a dataset of Catalyst prediction with 721,799 reactions and 888 catalyst types from USPTO. Predict which catalyst facilitates the given reaction. (1) Reactant: [CH3:1][N:2]1[CH2:6][C@@H:5]([C:7]2[CH:12]=[CH:11][CH:10]=[CH:9][C:8]=2[C:13]([F:16])([F:15])[F:14])[C@H:4]([N+:17]([O-])=O)[CH2:3]1.C(O)(=O)C. Product: [CH3:1][N:2]1[CH2:6][C@@H:5]([C:7]2[CH:12]=[CH:11][CH:10]=[CH:9][C:8]=2[C:13]([F:14])([F:15])[F:16])[C@H:4]([NH2:17])[CH2:3]1. The catalyst class is: 284. (2) Reactant: [O:1]1[CH:5]2[O:6][CH2:7][CH2:8][CH:4]2[CH:3]([O:9][C:10](=[O:45])[NH:11][CH:12]([CH2:38][C:39]2[CH:44]=[CH:43][CH:42]=[CH:41][CH:40]=2)[CH:13]([OH:37])[CH2:14][N:15]([S:20]([C:23]2[CH:24]=[C:25]3[C:29](=[CH:30][CH:31]=2)[NH:28][C:27](=[O:32])[C:26]3=[CH:33][N:34]([CH3:36])C)(=[O:22])=[O:21])[CH2:16][CH:17]([CH3:19])[CH3:18])[CH2:2]1.[CH2:46](N)[C:47](C)([CH3:49])[CH3:48]. Product: [O:1]1[CH:5]2[O:6][CH2:7][CH2:8][CH:4]2[CH:3]([O:9][C:10](=[O:45])[NH:11][CH:12]([CH2:38][C:39]2[CH:44]=[CH:43][CH:42]=[CH:41][CH:40]=2)[CH:13]([OH:37])[CH2:14][N:15]([S:20]([C:23]2[CH:24]=[C:25]3[C:29](=[CH:30][CH:31]=2)[NH:28][C:27](=[O:32])[C:26]3=[CH:33][NH:34][CH2:36][C:47]([CH3:49])([CH3:48])[CH3:46])(=[O:22])=[O:21])[CH2:16][CH:17]([CH3:18])[CH3:19])[CH2:2]1. The catalyst class is: 8. (3) Reactant: [F:1][C:2]1[CH:3]=[C:4]([CH2:19][N:20]2[CH2:25][CH2:24][NH:23][C@@H:22]([CH3:26])[CH2:21]2)[C:5]([CH3:18])=[C:6]([NH:8][C:9](=[O:17])[C:10]2[CH:15]=[CH:14][C:13]([CH3:16])=[N:12][CH:11]=2)[CH:7]=1.[CH3:27][C:28]([CH3:34])([CH2:32][CH3:33])[C:29](Cl)=[O:30].CCN(C(C)C)C(C)C. Product: [CH3:27][C:28]([CH3:34])([CH2:32][CH3:33])[C:29]([N:23]1[CH2:24][CH2:25][N:20]([CH2:19][C:4]2[C:5]([CH3:18])=[C:6]([NH:8][C:9](=[O:17])[C:10]3[CH:15]=[CH:14][C:13]([CH3:16])=[N:12][CH:11]=3)[CH:7]=[C:2]([F:1])[CH:3]=2)[CH2:21][C@@H:22]1[CH3:26])=[O:30]. The catalyst class is: 2. (4) Reactant: Br[C:2]1[CH:3]=[C:4]2[C:8](=[C:9]([CH:11]([CH3:13])[CH3:12])[CH:10]=1)[NH:7][N:6]=[CH:5]2.[H-].[Na+].C([Li])(CC)C.C1CCCCC1.Cl.[C:28](=O)(O)[O-:29].[Na+]. Product: [CH:11]([C:9]1[CH:10]=[C:2]([CH:28]=[O:29])[CH:3]=[C:4]2[C:8]=1[NH:7][N:6]=[CH:5]2)([CH3:13])[CH3:12]. The catalyst class is: 348. (5) The catalyst class is: 289. Product: [N:2]1([C:16](=[O:17])[CH2:15][CH2:14][NH:13][C:11](=[O:12])[O:10][C:7]([CH3:6])([CH3:8])[CH3:9])[CH2:5][CH2:4][CH2:3]1. Reactant: Cl.[NH:2]1[CH2:5][CH2:4][CH2:3]1.[CH3:6][C:7]([O:10][C:11]([NH:13][CH2:14][CH2:15][C:16](O)=[O:17])=[O:12])([CH3:9])[CH3:8].Cl.C(N=C=NCCCN(C)C)C.ON1C2C=CC=CC=2N=N1. (6) Reactant: [O:1]=[C:2]1[N:7]([CH2:8][C:9]([NH:11][C@@H:12]([CH2:16][C:17]2[CH:22]=[CH:21][CH:20]=[CH:19][CH:18]=2)[C:13]([OH:15])=[O:14])=[O:10])[C:6]([C:23]2[CH:28]=[CH:27][CH:26]=[CH:25][CH:24]=2)=[N:5][CH:4]=[C:3]1[NH:29]C(=O)CC1C=CC=CC=1.P([O-])(O)(O)=O.[K+].[OH-].[Na+].CC1(C)S[C@@H]2[C@H](NC(CC3C=CC=CC=3)=O)C(=O)N2[C@H]1C([O-])=O.[K+]. Product: [NH2:29][C:3]1[C:2](=[O:1])[N:7]([CH2:8][C:9]([NH:11][C@@H:12]([CH2:16][C:17]2[CH:18]=[CH:19][CH:20]=[CH:21][CH:22]=2)[C:13]([OH:15])=[O:14])=[O:10])[C:6]([C:23]2[CH:24]=[CH:25][CH:26]=[CH:27][CH:28]=2)=[N:5][CH:4]=1. The catalyst class is: 47.